The task is: Predict the reactants needed to synthesize the given product.. This data is from Full USPTO retrosynthesis dataset with 1.9M reactions from patents (1976-2016). (1) The reactants are: [C:1]([C:3]1[C:4]([CH3:28])=[C:5]([C@H:11]2[O:16][CH2:15][C@@H:14]3[CH2:17][N:18]([C:21]([O:23][C:24]([CH3:27])([CH3:26])[CH3:25])=[O:22])[CH2:19][CH2:20][N:13]3[CH2:12]2)[CH:6]=[C:7]([CH3:10])[C:8]=1[F:9])#[N:2].FC1C(C#N)=C(C)C([C@@H]2OC[C@H]3CNCCN3C2)=CC=1. Given the product [C:1]([C:3]1[C:4]([CH3:28])=[C:5]([C@@H:11]2[O:16][CH2:15][C@H:14]3[CH2:17][N:18]([C:21]([O:23][C:24]([CH3:26])([CH3:25])[CH3:27])=[O:22])[CH2:19][CH2:20][N:13]3[CH2:12]2)[CH:6]=[C:7]([CH3:10])[C:8]=1[F:9])#[N:2], predict the reactants needed to synthesize it. (2) Given the product [CH2:2]([O:3][C:6]1[C:7]([C:16]([F:17])([F:19])[F:18])=[CH:8][C:9]([N+:13]([O-:15])=[O:14])=[C:10]([NH2:12])[CH:11]=1)[CH3:1], predict the reactants needed to synthesize it. The reactants are: [CH3:1][CH2:2][OH:3].[K].Cl[C:6]1[C:7]([C:16]([F:19])([F:18])[F:17])=[CH:8][C:9]([N+:13]([O-:15])=[O:14])=[C:10]([NH2:12])[CH:11]=1.Cl. (3) Given the product [CH2:1]([NH:8][C:15]([C:13]1[N:14]=[C:10]([Br:9])[S:11][CH:12]=1)=[O:16])[C:2]1[CH:7]=[CH:6][CH:5]=[CH:4][CH:3]=1, predict the reactants needed to synthesize it. The reactants are: [CH2:1]([NH2:8])[C:2]1[CH:7]=[CH:6][CH:5]=[CH:4][CH:3]=1.[Br:9][C:10]1[S:11][CH:12]=[C:13]([C:15](O)=[O:16])[N:14]=1.O=C1N(P(Cl)(N2CCOC2=O)=O)CCO1.C(N(C(C)C)CC)(C)C. (4) Given the product [CH2:1]=[CH2:2].[CH2:1]=[CH:2][CH2:3][CH2:4][CH2:5][CH2:6][CH2:7][CH3:8], predict the reactants needed to synthesize it. The reactants are: [CH2:1]=[CH:2][CH2:3][CH2:4][CH2:5][CH2:6][CH2:7][CH3:8].[H][H].C=C.N[C@H](C=O)CCSC.FC1C([B-](C2C(F)=C(F)C(F)=C(F)C=2F)(C2C(F)=C(F)C(F)=C(F)C=2F)C2C(F)=C(F)C(F)=C(F)C=2F)=C(F)C(F)=C(F)C=1F.Cl.